Dataset: Catalyst prediction with 721,799 reactions and 888 catalyst types from USPTO. Task: Predict which catalyst facilitates the given reaction. (1) Reactant: [Cl:1][C:2]1[CH:8]=[C:7]([O:9][C:10]2[C:11]3[N:18]([CH3:19])[C:17]([CH2:20][O:21][CH3:22])=[CH:16][C:12]=3[N:13]=[CH:14][N:15]=2)[CH:6]=[CH:5][C:3]=1[NH2:4].C(N(CC)CC)C.[F:30][C:31]([F:42])([F:41])[C:32]1[CH:33]=[C:34]([N:38]=[C:39]=[O:40])[CH:35]=[CH:36][CH:37]=1.O. Product: [Cl:1][C:2]1[CH:8]=[C:7]([O:9][C:10]2[C:11]3[N:18]([CH3:19])[C:17]([CH2:20][O:21][CH3:22])=[CH:16][C:12]=3[N:13]=[CH:14][N:15]=2)[CH:6]=[CH:5][C:3]=1[NH:4][C:39]([NH:38][C:34]1[CH:35]=[CH:36][CH:37]=[C:32]([C:31]([F:30])([F:41])[F:42])[CH:33]=1)=[O:40]. The catalyst class is: 7. (2) Reactant: N#N.[F:3][C:4]([C:7]1[O:11][C:10]([CH2:12][N:13]2[CH:17]=[C:16]([N+:18]([O-])=O)[CH:15]=[N:14]2)=[CH:9][CH:8]=1)([F:6])[CH3:5].[NH4+].[Cl-]. Product: [F:6][C:4]([C:7]1[O:11][C:10]([CH2:12][N:13]2[CH:17]=[C:16]([NH2:18])[CH:15]=[N:14]2)=[CH:9][CH:8]=1)([F:3])[CH3:5]. The catalyst class is: 314. (3) Reactant: CS(O[CH2:6][C:7]1[N:11]([C:12]2[CH:17]=[CH:16][C:15]([C:18]([NH:20][CH2:21][CH3:22])=[O:19])=[CH:14][CH:13]=2)[N:10]=[N:9][C:8]=1[C:23]([NH:25][CH:26]1[CH2:28][CH2:27]1)=[O:24])(=O)=O.[O:29]=[C:30]1[C:38]2[C:33](=[CH:34][CH:35]=[CH:36][CH:37]=2)[C:32](=[O:39])[N-:31]1.[K+]. Product: [CH:26]1([NH:25][C:23]([C:8]2[N:9]=[N:10][N:11]([C:12]3[CH:17]=[CH:16][C:15]([C:18]([NH:20][CH2:21][CH3:22])=[O:19])=[CH:14][CH:13]=3)[C:7]=2[CH2:6][N:31]2[C:32](=[O:39])[C:33]3[C:38](=[CH:37][CH:36]=[CH:35][CH:34]=3)[C:30]2=[O:29])=[O:24])[CH2:27][CH2:28]1. The catalyst class is: 39. (4) Reactant: C(Cl)(=O)C(Cl)=[O:3].[F:7][C:8]([F:36])([F:35])[C:9]1[CH:34]=[CH:33][C:12]([O:13][CH:14]2[CH2:19][CH2:18][N:17]([S:20]([CH2:23][C:24]3(C(O)=O)[CH2:29][CH2:28][O:27][CH2:26][CH2:25]3)(=[O:22])=[O:21])[CH2:16][CH2:15]2)=[CH:11][CH:10]=1.C[N:38](C)[CH:39]=[O:40]. Product: [OH:3][NH:38][C:39]([C:24]1([CH2:23][S:20]([N:17]2[CH2:18][CH2:19][CH:14]([O:13][C:12]3[CH:11]=[CH:10][C:9]([C:8]([F:7])([F:36])[F:35])=[CH:34][CH:33]=3)[CH2:15][CH2:16]2)(=[O:21])=[O:22])[CH2:25][CH2:26][O:27][CH2:28][CH2:29]1)=[O:40]. The catalyst class is: 7.